The task is: Predict the product of the given reaction.. This data is from Forward reaction prediction with 1.9M reactions from USPTO patents (1976-2016). (1) Given the reactants [F:1][C:2]1[CH:30]=[CH:29][C:5]2[N:6]=[C:7]([NH:9][C@H:10]3[CH2:14][CH2:13][CH2:12][C@@H:11]3[NH:15][C:16](=[O:28])[C:17]3[CH:22]=[CH:21][CH:20]=[CH:19][C:18]=3[N:23]3[CH:27]=[CH:26]C=N3)[S:8][C:4]=2[CH:3]=1.[N:31]1(C2C=CC=CC=2C(O)=O)C=CN=[CH:32]1.Cl.FC1C=CC2N=C(N[C@H]3CCC[C@@H]3N)SC=2C=1, predict the reaction product. The product is: [F:1][C:2]1[CH:30]=[CH:29][C:5]2[N:6]=[C:7]([NH:9][C@H:10]3[CH2:14][CH2:13][CH2:12][C@@H:11]3[NH:15][C:16](=[O:28])[C:17]3[CH:22]=[CH:21][CH:20]=[CH:19][C:18]=3[N:23]3[CH:27]=[CH:26][N:31]=[CH:32]3)[S:8][C:4]=2[CH:3]=1. (2) Given the reactants [C:1]1([CH3:27])[CH:6]=[CH:5][C:4]([N:7]2[C:11]3=[N:12][CH:13]=[CH:14][CH:15]=[C:10]3[C:9](OS(C3C=CC(C)=CC=3)(=O)=O)=[N:8]2)=[CH:3][CH:2]=1.[CH2:28]([N:30]([CH2:34][CH3:35])[CH2:31][C:32]#[CH:33])[CH3:29], predict the reaction product. The product is: [CH2:28]([N:30]([CH2:34][CH3:35])[CH2:31][C:32]#[C:33][C:9]1[C:10]2[C:11](=[N:12][CH:13]=[CH:14][CH:15]=2)[N:7]([C:4]2[CH:3]=[CH:2][C:1]([CH3:27])=[CH:6][CH:5]=2)[N:8]=1)[CH3:29]. (3) Given the reactants [Li]CCCC.CCCCCC.[CH2:12]([O:14]CC)C.Br[C:18]1[CH:19]=[C:20]([O:26][CH3:27])[C:21]([F:25])=[C:22]([F:24])[CH:23]=1.CN(C=O)C, predict the reaction product. The product is: [F:24][C:22]1[CH:23]=[C:18]([CH:19]=[C:20]([O:26][CH3:27])[C:21]=1[F:25])[CH:12]=[O:14]. (4) The product is: [CH3:30][O:29][C:28]1[CH:27]=[CH:26][C:10]([CH2:11][N:12]2[CH2:17][CH2:16][NH:15][CH2:14][C@@H:13]2[CH3:25])=[CH:9][C:8]=1[C:6]1[CH:5]=[CH:4][N:3]=[C:2]([NH:31][CH2:32][CH2:33][C:34]2[CH:39]=[CH:38][C:37]([OH:40])=[CH:36][CH:35]=2)[N:7]=1. Given the reactants Cl[C:2]1[N:7]=[C:6]([C:8]2[CH:9]=[C:10]([CH:26]=[CH:27][C:28]=2[O:29][CH3:30])[CH2:11][N:12]2[CH2:17][CH2:16][N:15](C(OC(C)(C)C)=O)[CH2:14][C@@H:13]2[CH3:25])[CH:5]=[CH:4][N:3]=1.[NH2:31][CH2:32][CH2:33][C:34]1[CH:39]=[CH:38][C:37]([OH:40])=[CH:36][CH:35]=1, predict the reaction product.